This data is from Reaction yield outcomes from USPTO patents with 853,638 reactions. The task is: Predict the reaction yield, written as a fraction of the theoretical maximum amount of product (1.0 means a 100% yield; for example, 0.34 means a 34% yield). (1) The reactants are Cl[C:2]1[N:7]=[C:6]([S:8][CH3:9])[N:5]=[C:4]([O:10][C:11]2[CH:16]=[CH:15][C:14]([O:17][CH3:18])=[CH:13][C:12]=2[Cl:19])[CH:3]=1.O.Cl.Cl.[NH2:23][CH2:24][C:25]1[NH:26][C:27]2[CH:33]=[CH:32][CH:31]=[CH:30][C:28]=2[N:29]=1.C(N(CC)CC)C.O. The catalyst is CN(C=O)C. The product is [NH:26]1[C:27]2[CH:33]=[CH:32][CH:31]=[CH:30][C:28]=2[N:29]=[C:25]1[CH2:24][NH:23][C:2]1[N:7]=[C:6]([S:8][CH3:9])[N:5]=[C:4]([O:10][C:11]2[CH:16]=[CH:15][C:14]([O:17][CH3:18])=[CH:13][C:12]=2[Cl:19])[CH:3]=1. The yield is 0.900. (2) The reactants are [Cl:1][C:2]1[CH:3]=[C:4]([CH:14]=[CH:15][C:16]=1[C:17]([NH:19][NH:20][C:21]([C:23]1[N:24]=[C:25]2[C:30]([Cl:31])=[CH:29][C:28]([C:32]([F:35])([F:34])[F:33])=[CH:27][N:26]2[CH:36]=1)=O)=O)[CH2:5][NH:6][C:7](=[O:13])[O:8][C:9]([CH3:12])([CH3:11])[CH3:10].C1(C)C=CC=CC=1.COC1C=CC(P2(SP(C3C=CC(OC)=CC=3)(=S)S2)=[S:53])=CC=1. The catalyst is N1C=CC=CC=1. The product is [Cl:1][C:2]1[CH:3]=[C:4]([CH:14]=[CH:15][C:16]=1[C:17]1[S:53][C:21]([C:23]2[N:24]=[C:25]3[C:30]([Cl:31])=[CH:29][C:28]([C:32]([F:35])([F:34])[F:33])=[CH:27][N:26]3[CH:36]=2)=[N:20][N:19]=1)[CH2:5][NH:6][C:7](=[O:13])[O:8][C:9]([CH3:12])([CH3:11])[CH3:10]. The yield is 0.660. (3) The reactants are [C:1]([C:3]1[CH:18]=[CH:17][C:6]([CH2:7][CH2:8][NH:9]C(=O)OC(C)(C)C)=[CH:5][CH:4]=1)#[N:2].FC(F)(F)C(O)=O. The catalyst is ClCCl. The product is [NH2:9][CH2:8][CH2:7][C:6]1[CH:17]=[CH:18][C:3]([C:1]#[N:2])=[CH:4][CH:5]=1. The yield is 0.400. (4) The reactants are Cl[C:2]1[N:7]=[C:6]([N:8]2[CH2:13][CH2:12][O:11][CH2:10][CH2:9]2)[N:5]=[C:4]([C:14]2[CH:19]=[CH:18][C:17]([NH:20][C:21]([NH:23][CH3:24])=[O:22])=[CH:16][CH:15]=2)[N:3]=1.CC1(C)C(C)(C)OB([C:33]2[CH:39]=[CH:38][C:36]([NH2:37])=[CH:35][CH:34]=2)O1. No catalyst specified. The product is [NH2:37][C:36]1[CH:38]=[CH:39][C:33]([C:2]2[N:7]=[C:6]([N:8]3[CH2:13][CH2:12][O:11][CH2:10][CH2:9]3)[N:5]=[C:4]([C:14]3[CH:19]=[CH:18][C:17]([NH:20][C:21]([NH:23][CH3:24])=[O:22])=[CH:16][CH:15]=3)[N:3]=2)=[CH:34][CH:35]=1. The yield is 0.450. (5) The reactants are [C:1]([O:5][C:6]([N:8]1[C:12](=[O:13])[CH2:11][CH2:10][C@H:9]1[C:14]([O:16][CH2:17][C:18]1[CH:23]=[CH:22][CH:21]=[CH:20][CH:19]=1)=[O:15])=[O:7])([CH3:4])([CH3:3])[CH3:2].[CH3:24][O:25][C:26]1[CH:27]=[C:28]([Mg]Br)[CH:29]=[CH:30][C:31]=1[O:32][CH3:33]. The catalyst is C1COCC1. The product is [CH2:17]([O:16][C:14](=[O:15])[CH:9]([NH:8][C:6]([O:5][C:1]([CH3:4])([CH3:3])[CH3:2])=[O:7])[CH2:10][CH2:11][C:12]([C:29]1[CH:28]=[CH:27][C:26]([O:25][CH3:24])=[C:31]([O:32][CH3:33])[CH:30]=1)=[O:13])[C:18]1[CH:23]=[CH:22][CH:21]=[CH:20][CH:19]=1. The yield is 0.880. (6) The reactants are [Br:1][C:2]1[CH:3]=[C:4]2[C:9](=[CH:10][CH:11]=1)[NH:8][C:7](=[O:12])[CH2:6][NH:5]2.C=O.O.[C:16](O)(=O)C.[BH3-]C#N.[Na+]. The catalyst is CO. The product is [Br:1][C:2]1[CH:3]=[C:4]2[C:9](=[CH:10][CH:11]=1)[NH:8][C:7](=[O:12])[CH2:6][N:5]2[CH3:16]. The yield is 0.940.